From a dataset of Forward reaction prediction with 1.9M reactions from USPTO patents (1976-2016). Predict the product of the given reaction. (1) Given the reactants S(S([O-])=O)([O-])=O.[Na+].[Na+].[NH2:9][C:10]1[N:15]=[C:14]([S:16][CH2:17][C:18]2[CH:23]=[CH:22][CH:21]=[CH:20][C:19]=2[F:24])[N:13]=[C:12]([NH:25][C@H:26]([CH3:29])[CH2:27][OH:28])[C:11]=1[N:30]=O.S(=O)(=O)(O)O, predict the reaction product. The product is: [NH2:30][C:11]1[C:12]([NH:25][C@H:26]([CH3:29])[CH2:27][OH:28])=[N:13][C:14]([S:16][CH2:17][C:18]2[CH:23]=[CH:22][CH:21]=[CH:20][C:19]=2[F:24])=[N:15][C:10]=1[NH2:9]. (2) Given the reactants [CH2:1]([O:3][C:4]([C:6]1[CH:11]=[CH:10][C:9]([CH:12]([NH:14][NH:15][C:16]([O:18]C(C)(C)C)=O)[CH3:13])=[CH:8][CH:7]=1)=[O:5])[CH3:2].N(C([C:27]1[CH:37]=[CH:36][C:30](C(OCC)=O)=[CH:29][CH:28]=1)C)N.C(Cl)(=O)C1C=CC=CC=1.C(C1C=C(C)C=C(C(C)(C)C)N=1)(C)(C)C, predict the reaction product. The product is: [C:16]([NH:15][NH:14][C@@H:12]([C:9]1[CH:8]=[CH:7][C:6]([C:4]([O:3][CH2:1][CH3:2])=[O:5])=[CH:11][CH:10]=1)[CH3:13])(=[O:18])[C:27]1[CH:37]=[CH:36][CH:30]=[CH:29][CH:28]=1. (3) Given the reactants [C:1]12([NH2:11])[CH2:10][CH:5]3[CH2:6][CH:7]([CH2:9][CH:3]([CH2:4]3)[CH2:2]1)[CH2:8]2.[Br:12][C:13]1[CH:20]=[CH:19][C:16]([CH:17]=O)=[CH:15][CH:14]=1, predict the reaction product. The product is: [Br:12][C:13]1[CH:20]=[CH:19][C:16]([CH2:17][NH:11][C:1]23[CH2:8][CH:7]4[CH2:6][CH:5]([CH2:4][CH:3]([CH2:9]4)[CH2:2]2)[CH2:10]3)=[CH:15][CH:14]=1. (4) Given the reactants [NH2:1][C:2]1[NH:3][C:4](=[O:30])[C:5]([N+:27]([O-:29])=[O:28])=[C:6]([C:8]([C:25]#[N:26])([CH2:14][C:15]2[CH:20]=[CH:19][C:18]([O:21][CH3:22])=[C:17]([O:23][CH3:24])[CH:16]=2)C(OCC)=O)[N:7]=1.Cl, predict the reaction product. The product is: [NH2:1][C:2]1[NH:3][C:4](=[O:30])[C:5]([N+:27]([O-:29])=[O:28])=[C:6]([CH:8]([CH2:14][C:15]2[CH:20]=[CH:19][C:18]([O:21][CH3:22])=[C:17]([O:23][CH3:24])[CH:16]=2)[C:25]#[N:26])[N:7]=1. (5) Given the reactants [N+:1]([C:4]1[CH:12]=[C:11]2[C:7]([CH:8]=[CH:9][NH:10]2)=[CH:6][CH:5]=1)([O-])=O.[CH2:13]([O:15][C:16](=[O:19])[CH2:17]I)[CH3:14], predict the reaction product. The product is: [CH2:13]([O:15][C:16](=[O:19])[CH2:17][C:8]1[C:7]2[C:11](=[CH:12][C:4]([NH2:1])=[CH:5][CH:6]=2)[NH:10][CH:9]=1)[CH3:14]. (6) The product is: [N+:1]([C:4]1[CH:5]=[C:6]2[C:11](=[CH:12][CH:13]=1)[N+:10]([O-:22])=[CH:9][CH:8]=[CH:7]2)([O-:3])=[O:2]. Given the reactants [N+:1]([C:4]1[CH:5]=[C:6]2[C:11](=[CH:12][CH:13]=1)[N:10]=[CH:9][CH:8]=[CH:7]2)([O-:3])=[O:2].C1C=C(Cl)C=C(C(OO)=[O:22])C=1, predict the reaction product. (7) Given the reactants [H-].[Na+].[CH3:3][C:4]1[CH:9]=[C:8]([C:10]2[CH:11]=[N:12][NH:13][CH:14]=2)[N:7]=[C:6]([NH:15][C:16]2[CH:21]=[C:20]([C:22]([F:25])([F:24])[F:23])[CH:19]=[CH:18][N:17]=2)[CH:5]=1.Cl[CH2:27][C:28]1([CH2:31]C)[CH2:30][O:29]1.O, predict the reaction product. The product is: [CH3:3][C:4]1[CH:9]=[C:8]([C:10]2[CH:11]=[N:12][N:13]([CH2:27][C:28]3([CH3:31])[CH2:30][O:29]3)[CH:14]=2)[N:7]=[C:6]([NH:15][C:16]2[CH:21]=[C:20]([C:22]([F:25])([F:23])[F:24])[CH:19]=[CH:18][N:17]=2)[CH:5]=1. (8) Given the reactants Br[CH:2]([CH3:9])[C:3](=O)[C:4]([O:6][CH3:7])=[O:5].[NH2:10][C:11]1[CH:16]=[CH:15][CH:14]=[CH:13][N:12]=1, predict the reaction product. The product is: [CH3:9][C:2]1[N:12]2[CH:13]=[CH:14][CH:15]=[CH:16][C:11]2=[N:10][C:3]=1[C:4]([O:6][CH3:7])=[O:5]. (9) Given the reactants [C:1]([O:7][CH3:8])(=[O:6])/[C:2](=[CH:4]/[CH3:5])/[CH3:3].C1C(=O)N([Br:16])C(=O)C1.C(OOC(=O)C1C=CC=CC=1)(=O)C1C=CC=CC=1, predict the reaction product. The product is: [Br:16][CH2:5]/[CH:4]=[C:2](\[CH3:3])/[C:1]([O:7][CH3:8])=[O:6]. (10) Given the reactants [Br:1][C:2]1[CH:7]=[CH:6][CH:5]=[C:4]([N+:8]([O-])=O)[C:3]=1[CH2:11][OH:12].NN, predict the reaction product. The product is: [NH2:8][C:4]1[CH:5]=[CH:6][CH:7]=[C:2]([Br:1])[C:3]=1[CH2:11][OH:12].